Task: Predict the product of the given reaction.. Dataset: Forward reaction prediction with 1.9M reactions from USPTO patents (1976-2016) (1) Given the reactants [NH2:1][C@H:2]([C:4]1[N:9]([C:10]2[CH:15]=[CH:14][CH:13]=[CH:12][CH:11]=2)[C:8](=[O:16])[C:7]2=[C:17]([CH3:20])[CH:18]=[CH:19][N:6]2[N:5]=1)[CH3:3].Cl[C:22]1[C:27]([I:28])=[CH:26][N:25]=[CH:24][N:23]=1.[F-].[Cs+].C(N(CC)C(C)C)(C)C, predict the reaction product. The product is: [I:28][C:27]1[C:22]([NH:1][C@H:2]([C:4]2[N:9]([C:10]3[CH:15]=[CH:14][CH:13]=[CH:12][CH:11]=3)[C:8](=[O:16])[C:7]3=[C:17]([CH3:20])[CH:18]=[CH:19][N:6]3[N:5]=2)[CH3:3])=[N:23][CH:24]=[N:25][CH:26]=1. (2) Given the reactants CN(C(ON1N=NC2C=CC=NC1=2)=[N+](C)C)C.F[P-](F)(F)(F)(F)F.C(N(CC)C(C)C)(C)C.[CH2:34]([O:41][C:42]1[C:51]2[C:46](=[CH:47][CH:48]=[CH:49][CH:50]=2)[N:45]=[C:44]([O:52][C@@H:53]2[CH2:57][C@@H:56]([C:58]([O:60][CH3:61])=[O:59])[NH:55][CH2:54]2)[C:43]=1[C:62]#[C:63][CH2:64][CH2:65][CH2:66][C@@H:67]1[CH2:69][C@H:68]1[O:70][C:71]([NH:73][C@@H:74]([C:78]1([CH3:84])[CH2:83][CH2:82][CH2:81][CH2:80][CH2:79]1)[C:75](O)=[O:76])=[O:72])[C:35]1[CH:40]=[CH:39][CH:38]=[CH:37][CH:36]=1, predict the reaction product. The product is: [CH3:61][O:60][C:58]([C@@H:56]1[CH2:57][C@@H:53]2[CH2:54][N:55]1[C:75](=[O:76])[C@H:74]([C:78]1([CH3:84])[CH2:79][CH2:80][CH2:81][CH2:82][CH2:83]1)[NH:73][C:71](=[O:72])[O:70][C@@H:68]1[CH2:69][C@H:67]1[CH2:66][CH2:65][CH2:64][C:63]#[C:62][C:43]1[C:44]([O:52]2)=[N:45][C:46]2[CH:47]=[CH:48][CH:49]=[CH:50][C:51]=2[C:42]=1[O:41][CH2:34][C:35]1[CH:40]=[CH:39][CH:38]=[CH:37][CH:36]=1)=[O:59].